Task: Predict which catalyst facilitates the given reaction.. Dataset: Catalyst prediction with 721,799 reactions and 888 catalyst types from USPTO (1) Reactant: C1(S([N:10]2[C:14]3=[CH:15][N:16]=[CH:17][C:18]([C:19]4[N:20]=[C:21]([N:41]5[CH2:46][CH2:45][O:44][CH2:43][CH2:42]5)[C:22]5[S:27][C:26]([CH2:28][N:29]6[CH2:34][CH2:33][N:32]([C:35]([CH3:40])([CH3:39])[C:36]([NH2:38])=[O:37])[CH2:31][CH2:30]6)=[CH:25][C:23]=5[N:24]=4)=[C:13]3[CH:12]=[C:11]2[CH3:47])(=O)=O)C=CC=CC=1. Product: [CH3:40][C:35]([N:32]1[CH2:31][CH2:30][N:29]([CH2:28][C:26]2[S:27][C:22]3[C:21]([N:41]4[CH2:46][CH2:45][O:44][CH2:43][CH2:42]4)=[N:20][C:19]([C:18]4[CH:17]=[N:16][CH:15]=[C:14]5[NH:10][C:11]([CH3:47])=[CH:12][C:13]=45)=[N:24][C:23]=3[CH:25]=2)[CH2:34][CH2:33]1)([CH3:39])[C:36]([NH2:38])=[O:37]. The catalyst class is: 758. (2) Reactant: [CH3:1][C:2]1[N:7]=[C:6]([C:8]2[CH:13]=[CH:12][CH:11]=[CH:10][C:9]=2[C:14]([F:17])([F:16])[F:15])[N:5]=[C:4]([NH:18][C:19]([C:21]2[N:22]([CH3:30])[N:23]=[C:24]([C:26]([CH3:29])([CH3:28])[CH3:27])[CH:25]=2)=[O:20])[C:3]=1[N+:31]([O-])=O.O.[Cl-].[NH4+]. Product: [NH2:31][C:3]1[C:4]([NH:18][C:19]([C:21]2[N:22]([CH3:30])[N:23]=[C:24]([C:26]([CH3:28])([CH3:27])[CH3:29])[CH:25]=2)=[O:20])=[N:5][C:6]([C:8]2[CH:13]=[CH:12][CH:11]=[CH:10][C:9]=2[C:14]([F:15])([F:17])[F:16])=[N:7][C:2]=1[CH3:1]. The catalyst class is: 186. (3) Reactant: [CH3:1][C:2]1[N+:7]([O-])=[C:6]([C:9]2[CH:14]=[CH:13][CH:12]=[CH:11][CH:10]=2)[N:5]=[CH:4][CH:3]=1.O=P(Cl)(Cl)[Cl:17]. Product: [Cl:17][CH2:1][C:2]1[CH:3]=[CH:4][N:5]=[C:6]([C:9]2[CH:14]=[CH:13][CH:12]=[CH:11][CH:10]=2)[N:7]=1. The catalyst class is: 12. (4) Reactant: [NH:1]1[C:9]2[C:4](=[CH:5][CH:6]=[CH:7][N:8]=2)[CH:3]=[CH:2]1.Cl.[CH3:11][NH:12][CH3:13].[CH2:14]=O. Product: [CH3:11][N:12]([CH3:14])[CH2:13][C:3]1[C:4]2[C:9](=[N:8][CH:7]=[CH:6][CH:5]=2)[NH:1][CH:2]=1. The catalyst class is: 32. (5) Reactant: [S:1]1[CH:5]=[CH:4][CH:3]=[C:2]1[S:6]([NH:9][C:10]1[CH:11]=[CH:12][CH:13]=[C:14]2[C:18]=1[NH:17][C:16]([C:19]([OH:21])=O)=[CH:15]2)(=[O:8])=[O:7].[NH2:22][C:23]1[S:24][CH:25]=[CH:26][N:27]=1.C(N(C(C)C)C(C)C)C.CN(C(ON1N=NC2C=CC=NC1=2)=[N+](C)C)C.F[P-](F)(F)(F)(F)F. Product: [S:24]1[CH:25]=[CH:26][N:27]=[C:23]1[NH:22][C:19]([C:16]1[NH:17][C:18]2[C:14]([CH:15]=1)=[CH:13][CH:12]=[CH:11][C:10]=2[NH:9][S:6]([C:2]1[S:1][CH:5]=[CH:4][CH:3]=1)(=[O:7])=[O:8])=[O:21]. The catalyst class is: 434. (6) Reactant: [CH:1](=[O:13])[C:2]1[CH:12]=[C:9]([O:10][CH3:11])[C:7]([OH:8])=[C:4]([O:5][CH3:6])[CH:3]=1.C(=O)([O-])[O-].[K+].[K+].[CH2:20](Br)[C:21]1[CH:26]=[CH:25][CH:24]=[CH:23][CH:22]=1.ClCCl. Product: [CH2:20]([O:8][C:7]1[C:9]([O:10][CH3:11])=[CH:12][C:2]([CH:1]=[O:13])=[CH:3][C:4]=1[O:5][CH3:6])[C:21]1[CH:26]=[CH:25][CH:24]=[CH:23][CH:22]=1. The catalyst class is: 9. (7) Reactant: C([O:8][C:9]1[C:14]([Cl:15])=[CH:13][C:12]([C:16]([N:18]2[C:27]3[C:22](=[CH:23][CH:24]=[CH:25][CH:26]=3)[CH2:21][CH2:20][CH2:19]2)=[O:17])=[CH:11][C:10]=1[Cl:28])C1C=CC=CC=1. Product: [Cl:15][C:14]1[CH:13]=[C:12]([C:16]([N:18]2[C:27]3[C:22](=[CH:23][CH:24]=[CH:25][CH:26]=3)[CH2:21][CH2:20][CH2:19]2)=[O:17])[CH:11]=[C:10]([Cl:28])[C:9]=1[OH:8]. The catalyst class is: 457. (8) Reactant: CC1C=C(C2C=CC(C3CCNCC3)=NC=2)C=CN=1.O.[NH2:21][NH2:22].[CH:23]([N:26]1[CH2:31][CH2:30][CH:29]([C:32](=O)[CH2:33][CH:34](N2CCOCC2)[C:35]([OH:37])=O)[CH2:28][CH2:27]1)([CH3:25])[CH3:24]. Product: [CH:23]([N:26]1[CH2:27][CH2:28][CH:29]([C:32]2[CH:33]=[CH:34][C:35](=[O:37])[NH:21][N:22]=2)[CH2:30][CH2:31]1)([CH3:24])[CH3:25]. The catalyst class is: 868. (9) Reactant: [I:1][C:2]1[C:7]([CH3:8])=[CH:6][N:5]=[C:4]([OH:9])[C:3]=1[CH3:10].FS([C:15]([F:20])([F:19])C(O)=O)(=O)=O.S([O-])([O-])(=O)=O.[Na+].[Na+].C(=O)(O)[O-].[Na+]. Product: [F:19][CH:15]([F:20])[O:9][C:4]1[C:3]([CH3:10])=[C:2]([I:1])[C:7]([CH3:8])=[CH:6][N:5]=1. The catalyst class is: 10. (10) Reactant: [Li]CCCC.CC1(C)CCCC(C)(C)N1.[Br:16][C:17]1[CH:22]=[C:21]([C:23]([F:26])([F:25])[F:24])[CH:20]=[C:19]([C:27]([F:30])([F:29])[F:28])[CH:18]=1.[CH:31](OCC)=[O:32].Cl. Product: [Br:16][C:17]1[CH:22]=[C:21]([C:23]([F:24])([F:25])[F:26])[CH:20]=[C:19]([C:27]([F:28])([F:29])[F:30])[C:18]=1[CH:31]=[O:32]. The catalyst class is: 1.